Dataset: Full USPTO retrosynthesis dataset with 1.9M reactions from patents (1976-2016). Task: Predict the reactants needed to synthesize the given product. (1) Given the product [CH:35]1([O:34][C:20]2[C:19]([C:17]3[CH:16]=[N:15][N:14]([CH:11]4[CH2:12][CH2:13][N:8]([CH3:6])[CH2:9][CH:10]4[O:39][CH3:40])[CH:18]=3)=[CH:28][CH:27]=[C:26]3[C:21]=2[CH2:22][CH2:23][C@H:24]([CH3:33])[N:25]3[C:29]([O:31][CH3:32])=[O:30])[CH2:36][CH2:37][CH2:38]1, predict the reactants needed to synthesize it. The reactants are: C(O[C:6]([N:8]1[CH2:13][CH2:12][CH:11]([N:14]2[CH:18]=[C:17]([C:19]3[C:20]([O:34][CH:35]4[CH2:38][CH2:37][CH2:36]4)=[C:21]4[C:26](=[CH:27][CH:28]=3)[N:25]([C:29]([O:31][CH3:32])=[O:30])[C@@H:24]([CH3:33])[CH2:23][CH2:22]4)[CH:16]=[N:15]2)[CH:10]([O:39][CH3:40])[CH2:9]1)=O)(C)(C)C.C=O. (2) The reactants are: [F:1][C:2]1[CH:7]=[CH:6][CH:5]=[CH:4][C:3]=1[CH:8]1[CH2:13][CH2:12][N:11]([C:14]2[CH:19]=[C:18]([NH:20][NH2:21])[N:17]=[CH:16][N:15]=2)[CH2:10][CH2:9]1.C(=O)(O)[O-].[Na+].[F:27][C:28]([F:34])([F:33])[CH2:29][C:30](Cl)=[O:31]. Given the product [F:27][C:28]([F:34])([F:33])[CH2:29][C:30]([NH:21][NH:20][C:18]1[CH:19]=[C:14]([N:11]2[CH2:12][CH2:13][CH:8]([C:3]3[CH:4]=[CH:5][CH:6]=[CH:7][C:2]=3[F:1])[CH2:9][CH2:10]2)[N:15]=[CH:16][N:17]=1)=[O:31], predict the reactants needed to synthesize it. (3) Given the product [CH2:26]([O:28][C:29](=[O:32])[CH2:30][NH:23][C:19]1[CH:20]=[CH:21][CH:22]=[C:17]([CH2:16][O:15][C:12]2[CH:11]=[CH:10][C:9]([C:5]3[CH:6]=[C:7]([F:8])[C:2]([F:1])=[CH:3][C:4]=3[O:24][CH3:25])=[CH:14][CH:13]=2)[CH:18]=1)[CH3:27], predict the reactants needed to synthesize it. The reactants are: [F:1][C:2]1[C:7]([F:8])=[CH:6][C:5]([C:9]2[CH:14]=[CH:13][C:12]([O:15][CH2:16][C:17]3[CH:18]=[C:19]([NH2:23])[CH:20]=[CH:21][CH:22]=3)=[CH:11][CH:10]=2)=[C:4]([O:24][CH3:25])[CH:3]=1.[CH2:26]([O:28][C:29](=[O:32])[CH2:30]Br)[CH3:27].C(=O)([O-])[O-].[K+].[K+]. (4) Given the product [NH2:7][CH2:8][C:9]([N:10]([CH2:29][CH2:30][CH2:31][CH2:32][CH2:33][CH2:34][CH2:35][CH2:36][CH2:37][CH2:38][CH2:39][CH2:40][CH2:41][CH2:42][CH2:43][CH2:44][CH2:45][CH3:46])[CH2:11][CH2:12][CH2:13][CH2:14][CH2:15][CH2:16][CH2:17][CH2:18][CH2:19][CH2:20][CH2:21][CH2:22][CH2:23][CH2:24][CH2:25][CH2:26][CH2:27][CH3:28])=[O:47], predict the reactants needed to synthesize it. The reactants are: C(OC(=O)[NH:7][CH2:8][C:9](=[O:47])[N:10]([CH2:29][CH2:30][CH2:31][CH2:32][CH2:33][CH2:34][CH2:35][CH2:36][CH2:37][CH2:38][CH2:39][CH2:40][CH2:41][CH2:42][CH2:43][CH2:44][CH2:45][CH3:46])[CH2:11][CH2:12][CH2:13][CH2:14][CH2:15][CH2:16][CH2:17][CH2:18][CH2:19][CH2:20][CH2:21][CH2:22][CH2:23][CH2:24][CH2:25][CH2:26][CH2:27][CH3:28])(C)(C)C.FC(F)(F)C(O)=O. (5) Given the product [Si:20]([O:1][CH2:2][C:3]1([CH3:10])[CH2:8][CH2:7][C:6](=[O:9])[CH2:5][CH2:4]1)([C:17]([CH3:19])([CH3:18])[CH3:16])([CH3:22])[CH3:21], predict the reactants needed to synthesize it. The reactants are: [OH:1][CH2:2][C:3]1([CH3:10])[CH2:8][CH2:7][C:6](=[O:9])[CH2:5][CH2:4]1.N1C=CN=C1.[CH3:16][C:17]([Si:20](Cl)([CH3:22])[CH3:21])([CH3:19])[CH3:18].CN(C=O)C. (6) The reactants are: [O:1]=[C:2]1[CH2:9][C:6]([CH3:8])([CH3:7])[CH2:5][C:4]([CH3:10])=[CH:3]1.[CH:11]#[N:12]. Given the product [CH3:7][C:6]1([CH3:8])[CH2:5][C:4]([C:11]#[N:12])([CH3:10])[CH2:3][C:2](=[O:1])[CH2:9]1, predict the reactants needed to synthesize it.